From a dataset of Catalyst prediction with 721,799 reactions and 888 catalyst types from USPTO. Predict which catalyst facilitates the given reaction. (1) Reactant: [CH3:1][O:2][C:3]1[CH:4]=[C:5]2[C:10](=[CH:11][CH:12]=1)[C:9]([O:13][C@H:14]1[CH2:18][N:17](C(OC(C)(C)C)=O)[C@H:16]([C:26](=[O:43])[NH:27][C@:28]3([C:33](=[O:42])[NH:34][S:35]([C:38]4([CH3:41])[CH2:40][CH2:39]4)(=[O:37])=[O:36])[CH2:30][C@H:29]3[CH:31]=[CH2:32])[CH2:15]1)=[N:8][CH:7]=[CH:6]2.Cl. Product: [CH3:1][O:2][C:3]1[CH:4]=[C:5]2[C:10](=[CH:11][CH:12]=1)[C:9]([O:13][C@H:14]1[CH2:18][NH:17][C@H:16]([C:26]([NH:27][C@:28]3([C:33](=[O:42])[NH:34][S:35]([C:38]4([CH3:41])[CH2:39][CH2:40]4)(=[O:37])=[O:36])[CH2:30][C@H:29]3[CH:31]=[CH2:32])=[O:43])[CH2:15]1)=[N:8][CH:7]=[CH:6]2. The catalyst class is: 12. (2) Reactant: [CH2:1]([N:8]([CH2:22][CH:23](OCC)[O:24]CC)[C:9](=[O:21])[CH2:10][CH2:11][O:12][CH2:13][CH2:14][C:15]1[CH:20]=[CH:19][CH:18]=[CH:17][CH:16]=1)[C:2]1[CH:7]=[CH:6][CH:5]=[CH:4][CH:3]=1.Cl.ClCCl. Product: [CH2:1]([N:8]([CH2:22][CH:23]=[O:24])[C:9](=[O:21])[CH2:10][CH2:11][O:12][CH2:13][CH2:14][C:15]1[CH:16]=[CH:17][CH:18]=[CH:19][CH:20]=1)[C:2]1[CH:3]=[CH:4][CH:5]=[CH:6][CH:7]=1. The catalyst class is: 12. (3) Reactant: [N:1]1([C:11]([O:13][C:14]([CH3:17])([CH3:16])[CH3:15])=[O:12])[CH2:6][CH2:5][O:4][CH:3]([C:7]([O:9][CH3:10])=[O:8])[CH2:2]1.[Li+].C[Si]([N-][Si](C)(C)C)(C)C.Cl[CH2:29][O:30][CH2:31][CH2:32][Si:33]([CH3:36])([CH3:35])[CH3:34]. Product: [CH3:34][Si:33]([CH3:36])([CH3:35])[CH2:32][CH2:31][O:30][CH2:29][C:3]1([C:7]([O:9][CH3:10])=[O:8])[O:4][CH2:5][CH2:6][N:1]([C:11]([O:13][C:14]([CH3:17])([CH3:16])[CH3:15])=[O:12])[CH2:2]1. The catalyst class is: 1. (4) Reactant: [OH:1][C:2]1[CH:7]=[CH:6][C:5]([NH:8][N:9]=[C:10]([CH3:16])[C:11]([O:13][CH2:14][CH3:15])=[O:12])=[C:4]([N+:17]([O-:19])=[O:18])[CH:3]=1.CI.[C:22](=O)([O-])[O-].[K+].[K+].CN(C)C=O. Product: [CH3:22][O:1][C:2]1[CH:7]=[CH:6][C:5]([NH:8][N:9]=[C:10]([CH3:16])[C:11]([O:13][CH2:14][CH3:15])=[O:12])=[C:4]([N+:17]([O-:19])=[O:18])[CH:3]=1. The catalyst class is: 6. (5) Reactant: [Br:1][C:2]1[CH:7]=[CH:6][CH:5]=[C:4]([Cl:8])[C:3]=1[CH3:9].[Br:10]N1C(=O)CCC1=O.N(C(C)(C)C#N)=NC(C)(C)C#N. Product: [Br:1][C:2]1[CH:7]=[CH:6][CH:5]=[C:4]([Cl:8])[C:3]=1[CH2:9][Br:10]. The catalyst class is: 53.